Predict the product of the given reaction. From a dataset of Forward reaction prediction with 1.9M reactions from USPTO patents (1976-2016). (1) Given the reactants [NH2:1][C:2]1[CH:3]=[CH:4][C:5]([Br:53])=[C:6]([CH2:8][N:9]([CH3:52])[C:10]([CH:12]([NH:26][C:27]2[CH:28]=[C:29]3[C:34](=[CH:35][CH:36]=2)[C:33]([N:37]([C:45]([O:47][C:48]([CH3:51])([CH3:50])[CH3:49])=[O:46])[C:38](=[O:44])[O:39][C:40]([CH3:43])([CH3:42])[CH3:41])=[N:32][CH:31]=[CH:30]3)[C:13]2[CH:18]=[C:17]([CH3:19])[C:16]([C:20]([F:24])([F:23])[CH2:21][OH:22])=[C:15]([CH3:25])[CH:14]=2)=[O:11])[CH:7]=1.[C:54](Cl)(Cl)=[O:55], predict the reaction product. The product is: [Br:53][C:5]1[CH:4]=[CH:3][C:2]2=[CH:7][C:6]=1[CH2:8][N:9]([CH3:52])[C:10](=[O:11])[CH:12]([NH:26][C:27]1[CH:28]=[C:29]3[C:34](=[CH:35][CH:36]=1)[C:33]([N:37]([C:38]([O:39][C:40]([CH3:43])([CH3:41])[CH3:42])=[O:44])[C:45](=[O:46])[O:47][C:48]([CH3:51])([CH3:50])[CH3:49])=[N:32][CH:31]=[CH:30]3)[C:13]1[CH:14]=[C:15]([CH3:25])[C:16]([C:20]([F:23])([F:24])[CH2:21][O:22][C:54](=[O:55])[NH:1]2)=[C:17]([CH3:19])[CH:18]=1. (2) The product is: [F:6][C:7]1[CH:8]=[C:9]([C:14]2[O:38][C:17]([CH2:18][CH2:19][C:20]3[NH:24][C:23]([CH2:25][C:26]([CH3:30])([CH3:29])[CH2:27][CH3:28])=[CH:22][N:21]=3)=[N:16][CH:15]=2)[CH:10]=[CH:11][C:12]=1[F:13]. Given the reactants P(Cl)(Cl)(Cl)=O.[F:6][C:7]1[CH:8]=[C:9]([C:14](=[O:38])[CH2:15][NH:16][C:17](=O)[CH2:18][CH2:19][C:20]2[N:21](S(N(C)C)(=O)=O)[CH:22]=[C:23]([CH2:25][C:26]([CH3:30])([CH3:29])[CH2:27][CH3:28])[N:24]=2)[CH:10]=[CH:11][C:12]=1[F:13].C(=O)(O)[O-].[Na+], predict the reaction product. (3) Given the reactants [F:1][C:2]1[CH:3]=[C:4]2[C:9](=[CH:10][CH:11]=1)[N:8]=[C:7]([C:12]1[CH:17]=[C:16]([O:18][CH3:19])[C:15]([O:20][CH3:21])=[C:14]([O:22][CH3:23])[CH:13]=1)[N:6]=[C:5]2[C:24]([OH:26])=O.Cl.[CH3:28][O:29][C:30]1[CH:39]=[C:38]([O:40][CH3:41])[CH:37]=[C:36]2[C:31]=1[CH2:32][CH2:33][NH:34][CH2:35]2, predict the reaction product. The product is: [F:1][C:2]1[CH:3]=[C:4]2[C:9](=[CH:10][CH:11]=1)[N:8]=[C:7]([C:12]1[CH:17]=[C:16]([O:18][CH3:19])[C:15]([O:20][CH3:21])=[C:14]([O:22][CH3:23])[CH:13]=1)[N:6]=[C:5]2[C:24]([N:34]1[CH2:33][CH2:32][C:31]2[C:36](=[CH:37][C:38]([O:40][CH3:41])=[CH:39][C:30]=2[O:29][CH3:28])[CH2:35]1)=[O:26].